Dataset: Full USPTO retrosynthesis dataset with 1.9M reactions from patents (1976-2016). Task: Predict the reactants needed to synthesize the given product. Given the product [CH2:1]([O:3][C:4]([C:6]1[C:7]([C:34]([O:36][CH2:37][CH3:38])=[O:35])=[C:8]([C:27]2[CH:32]=[CH:31][C:30]([N:43]([CH3:42])[CH3:45])=[CH:29][CH:28]=2)[N:9]2[C:14]=1[C:13]([C:15]1[CH:20]=[CH:19][CH:18]=[CH:17][CH:16]=1)=[CH:12][C:11]([N:21]1[CH2:26][CH2:25][O:24][CH2:23][CH2:22]1)=[N:10]2)=[O:5])[CH3:2], predict the reactants needed to synthesize it. The reactants are: [CH2:1]([O:3][C:4]([C:6]1[C:7]([C:34]([O:36][CH2:37][CH3:38])=[O:35])=[C:8]([C:27]2[CH:32]=[CH:31][C:30](N)=[CH:29][CH:28]=2)[N:9]2[C:14]=1[C:13]([C:15]1[CH:20]=[CH:19][CH:18]=[CH:17][CH:16]=1)=[CH:12][C:11]([N:21]1[CH2:26][CH2:25][O:24][CH2:23][CH2:22]1)=[N:10]2)=[O:5])[CH3:2].C=O.[BH3-][C:42]#[N:43].[Na+].[CH3:45]C(O)=O.